Predict the reactants needed to synthesize the given product. From a dataset of Full USPTO retrosynthesis dataset with 1.9M reactions from patents (1976-2016). (1) The reactants are: [C:1]([C:9]1[C:14](=[O:15])[CH:13]=[C:12]([CH2:16][CH3:17])[NH:11][C:10]=1[CH3:18])(=[O:8])[C:2]1[CH:7]=[CH:6][CH:5]=[CH:4][CH:3]=1.[CH3:19][C:20]1[C:21]([N:26]([CH2:46][O:47][CH2:48][CH2:49][O:50][CH3:51])[S:27]([C:30]2[S:31][CH:32]=[CH:33][C:34]=2[C:35]2[CH:40]=[CH:39][C:38](S(C)(=O)=O)=[CH:37][C:36]=2C)(=[O:29])=[O:28])=[N:22][O:23][C:24]=1[CH3:25].O.[CH3:53]N(C)C=O. Given the product [CH3:19][C:20]1[C:21]([N:26]([CH2:46][O:47][CH2:48][CH2:49][O:50][CH3:51])[S:27]([C:30]2[S:31][CH:32]=[CH:33][C:34]=2[C:35]2[CH:36]=[CH:37][C:38]([CH2:53][O:15][C:14]3[CH:13]=[C:12]([CH2:16][CH3:17])[N:11]=[C:10]([CH3:18])[C:9]=3[C:1](=[O:8])[C:2]3[CH:3]=[CH:4][CH:5]=[CH:6][CH:7]=3)=[CH:39][CH:40]=2)(=[O:29])=[O:28])=[N:22][O:23][C:24]=1[CH3:25], predict the reactants needed to synthesize it. (2) Given the product [S:7]1[C:8]([C:16]2[C:17]([NH2:28])=[N:18][CH:19]=[C:20]([N:22]3[CH2:27][CH2:26][N:25]([S:3]([CH2:1][CH3:2])(=[O:5])=[O:4])[CH2:24][CH2:23]3)[N:21]=2)=[CH:9][C:10]2[CH:15]=[CH:14][CH:13]=[CH:12][C:11]1=2, predict the reactants needed to synthesize it. The reactants are: [CH2:1]([S:3](Cl)(=[O:5])=[O:4])[CH3:2].[S:7]1[C:11]2[CH:12]=[CH:13][CH:14]=[CH:15][C:10]=2[CH:9]=[C:8]1[C:16]1[C:17]([N:28](C(OC(C)(C)C)=O)C(=O)OC(C)(C)C)=[N:18][CH:19]=[C:20]([N:22]2[CH2:27][CH2:26][NH:25][CH2:24][CH2:23]2)[N:21]=1.C(N(CC)CC)C.Cl.O1CCOCC1. (3) Given the product [NH2:34][C:32]1[N:33]=[C:13]2[N:30]([C:11]([CH2:10][C:8]3[CH:7]=[CH:6][C:5]4[O:1][CH2:2][O:3][C:4]=4[CH:9]=3)=[N:16][C:15]3[CH:17]=[C:18]([S:21]([NH2:24])(=[O:23])=[O:22])[CH:19]=[CH:20][C:14]=32)[N:31]=1, predict the reactants needed to synthesize it. The reactants are: [O:1]1[C:5]2[CH:6]=[CH:7][C:8]([CH2:10][C:11]3O[C:13](=O)[C:14]4[CH:20]=[CH:19][C:18]([S:21]([NH2:24])(=[O:23])=[O:22])=[CH:17][C:15]=4[N:16]=3)=[CH:9][C:4]=2[O:3][CH2:2]1.C(=O)(O)O.[NH2:30][NH:31][C:32]([NH2:34])=[NH:33]. (4) Given the product [OH:8][C:5]1[CH:6]=[CH:7][C:2]([NH:1][C:12](=[O:13])[CH2:11][C:10]([CH3:16])([CH3:15])[CH3:9])=[CH:3][CH:4]=1, predict the reactants needed to synthesize it. The reactants are: [NH2:1][C:2]1[CH:7]=[CH:6][C:5]([OH:8])=[CH:4][CH:3]=1.[CH3:9][C:10]([CH3:16])([CH3:15])[CH2:11][C:12](Cl)=[O:13].N1C=CC=CC=1. (5) The reactants are: [CH2:1]1[CH2:5]OC[CH2:2]1.C([Mg]Cl)(C)C.[SiH4].[CH:12]([Si:15]([CH:19]([CH3:21])[CH3:20])([O:17][CH3:18])Cl)([CH3:14])[CH3:13]. Given the product [CH:12]([Si:15]([CH:1]([CH3:2])[CH3:5])([CH:19]([CH3:21])[CH3:20])[O:17][CH3:18])([CH3:14])[CH3:13], predict the reactants needed to synthesize it. (6) Given the product [CH3:1][C:2]1[CH:7]=[CH:6][C:5]([S:8]([O:11][CH2:12][CH:13]2[CH2:17][C:16]3[CH:18]=[C:19]([CH2:23][CH3:24])[CH:20]=[C:21]([C:26]4[CH:31]=[CH:30][CH:29]=[CH:28][CH:27]=4)[C:15]=3[O:14]2)(=[O:10])=[O:9])=[CH:4][CH:3]=1, predict the reactants needed to synthesize it. The reactants are: [CH3:1][C:2]1[CH:7]=[CH:6][C:5]([S:8]([O:11][CH2:12][CH:13]2[CH2:17][C:16]3[CH:18]=[C:19]([CH2:23][CH3:24])[CH:20]=[C:21](Br)[C:15]=3[O:14]2)(=[O:10])=[O:9])=[CH:4][CH:3]=1.C[C:26]1[CH:31]=[CH:30][CH:29]=[CH:28][C:27]=1B(O)O.C(C1C=CC=CC=1B1OC(C)(C)C(C)(C)O1)(C)C.